From a dataset of Catalyst prediction with 721,799 reactions and 888 catalyst types from USPTO. Predict which catalyst facilitates the given reaction. (1) Product: [O:15]=[C:6]1[C:7]2[C:12](=[CH:11][CH:10]=[CH:9][CH:8]=2)[C:13](=[O:14])[N:5]1[CH2:4][C:3]1[CH:16]=[CH:17][CH:18]=[CH:19][C:2]=1[NH:1][C:29]([C@H:20]1[CH2:25][CH2:24][CH2:23][CH2:22][C@H:21]1[C:26]([OH:28])=[O:27])=[O:30]. The catalyst class is: 113. Reactant: [NH2:1][C:2]1[CH:19]=[CH:18][CH:17]=[CH:16][C:3]=1[CH2:4][N:5]1[C:13](=[O:14])[C:12]2[C:7](=[CH:8][CH:9]=[CH:10][CH:11]=2)[C:6]1=[O:15].[C@@H:20]12[C:29](=[O:30])[O:28][C:26](=[O:27])[C@@H:21]1[CH2:22][CH2:23][CH2:24][CH2:25]2. (2) Reactant: C([Li])(C)(C)C.CCCCC.Br[C:12]1[CH:17]=[CH:16][C:15]([S:18][CH3:19])=[CH:14][C:13]=1[CH3:20].[B:21](OC)([O:24]C)[O:22]C. Product: [CH3:20][C:13]1[CH:14]=[C:15]([S:18][CH3:19])[CH:16]=[CH:17][C:12]=1[B:21]([OH:24])[OH:22]. The catalyst class is: 27. (3) Reactant: [H-].[Na+].[CH:3]([C:6]1[CH:11]=[CH:10][C:9]([CH:12]2[C:16]3([CH2:21][CH2:20][N:19]([CH3:22])[CH2:18][CH2:17]3)[O:15][C:14]3[C:23]([CH3:30])=[C:24]([CH3:29])[C:25]([OH:28])=[C:26]([CH3:27])[C:13]2=3)=[CH:8][CH:7]=1)([CH3:5])[CH3:4].Cl.Cl[CH2:33][C:34]1[CH:39]=[CH:38][N:37]=[CH:36][CH:35]=1.O. Product: [CH:3]([C:6]1[CH:7]=[CH:8][C:9]([CH:12]2[C:16]3([CH2:21][CH2:20][N:19]([CH3:22])[CH2:18][CH2:17]3)[O:15][C:14]3[C:23]([CH3:30])=[C:24]([CH3:29])[C:25]([O:28][CH2:33][C:34]4[CH:39]=[CH:38][N:37]=[CH:36][CH:35]=4)=[C:26]([CH3:27])[C:13]2=3)=[CH:10][CH:11]=1)([CH3:5])[CH3:4]. The catalyst class is: 9. (4) Reactant: [Br:1][C:2]1[CH:7]=[CH:6][C:5]([C@@H:8]([O:13][C:14]2[CH:19]=[C:18](Cl)[N:17]=[C:16]([CH3:21])[N:15]=2)[C:9]([F:12])([F:11])[F:10])=[C:4]([N:22]2[CH:26]=[CH:25][C:24]([CH3:27])=[N:23]2)[CH:3]=1.[CH2:28]1[C:32]2([CH2:37][CH2:36][NH:35][CH2:34][CH2:33]2)[CH2:31][C@@H:30]([C:38]([O:40][CH2:41][CH3:42])=[O:39])[N:29]1[C:43]([O:45][CH2:46][C:47]1[CH:52]=[CH:51][CH:50]=[CH:49][CH:48]=1)=[O:44].C([O-])([O-])=O.[Na+].[Na+]. Product: [Br:1][C:2]1[CH:7]=[CH:6][C:5]([C@@H:8]([O:13][C:14]2[N:15]=[C:16]([CH3:21])[N:17]=[C:18]([N:35]3[CH2:34][CH2:33][C:32]4([CH2:28][N:29]([C:43]([O:45][CH2:46][C:47]5[CH:48]=[CH:49][CH:50]=[CH:51][CH:52]=5)=[O:44])[C@H:30]([C:38]([O:40][CH2:41][CH3:42])=[O:39])[CH2:31]4)[CH2:37][CH2:36]3)[CH:19]=2)[C:9]([F:12])([F:11])[F:10])=[C:4]([N:22]2[CH:26]=[CH:25][C:24]([CH3:27])=[N:23]2)[CH:3]=1. The catalyst class is: 12. (5) Reactant: Cl.[NH2:2][C@H:3]([C:7]([O:9][CH3:10])=[O:8])[C@@H:4]([CH3:6])[OH:5].C(N(CC)CC)C.[C:18](Cl)([C:31]1[CH:36]=[CH:35][CH:34]=[CH:33][CH:32]=1)([C:25]1[CH:30]=[CH:29][CH:28]=[CH:27][CH:26]=1)[C:19]1[CH:24]=[CH:23][CH:22]=[CH:21][CH:20]=1. Product: [C:19]1([C:18]([C:25]2[CH:26]=[CH:27][CH:28]=[CH:29][CH:30]=2)([C:31]2[CH:32]=[CH:33][CH:34]=[CH:35][CH:36]=2)[NH:2][C@H:3]([C:7]([O:9][CH3:10])=[O:8])[C@@H:4]([CH3:6])[OH:5])[CH:20]=[CH:21][CH:22]=[CH:23][CH:24]=1. The catalyst class is: 22. (6) Reactant: [CH:1]1([NH:7][C:8]2[CH:17]=[CH:16][C:11]([C:12]([O:14][CH3:15])=[O:13])=[CH:10][C:9]=2[N+:18]([O-])=O)[CH2:6][CH2:5][CH2:4][CH2:3][CH2:2]1.[H][H]. Product: [NH2:18][C:9]1[CH:10]=[C:11]([CH:16]=[CH:17][C:8]=1[NH:7][CH:1]1[CH2:6][CH2:5][CH2:4][CH2:3][CH2:2]1)[C:12]([O:14][CH3:15])=[O:13]. The catalyst class is: 723. (7) Reactant: ON1C2C=CC=CC=2N=N1.Cl.CN(C)CCCN=C=NCC.[Cl:23][C:24]1[CH:25]=[C:26]2[C:30](=[CH:31][CH:32]=1)[NH:29][C:28](=[O:33])[C:27]2([CH2:43][C:44]([OH:46])=O)[C:34]1[C:35]([O:40][CH2:41][CH3:42])=[N:36][CH:37]=[CH:38][CH:39]=1.[CH3:47][N:48]1[CH2:53][CH2:52][CH:51]([N:54]2[CH2:59][CH2:58][NH:57][CH2:56][CH2:55]2)[CH2:50][CH2:49]1.C(N(CC)CC)C. Product: [Cl:23][C:24]1[CH:25]=[C:26]2[C:30](=[CH:31][CH:32]=1)[NH:29][C:28](=[O:33])[C:27]2([C:34]1[C:35]([O:40][CH2:41][CH3:42])=[N:36][CH:37]=[CH:38][CH:39]=1)[CH2:43][C:44]([N:57]1[CH2:56][CH2:55][N:54]([CH:51]2[CH2:52][CH2:53][N:48]([CH3:47])[CH2:49][CH2:50]2)[CH2:59][CH2:58]1)=[O:46]. The catalyst class is: 35. (8) Reactant: [C:1](Cl)(=[O:3])[CH3:2].[F:5][C:6]([F:14])([F:13])[C:7]1[CH:11]=[C:10]([NH2:12])[NH:9][N:8]=1.CN1CCOCC1.[OH-].[Na+].Cl. Product: [F:5][C:6]([F:14])([F:13])[C:7]1[CH:11]=[C:10]([NH:12][C:1](=[O:3])[CH3:2])[NH:9][N:8]=1. The catalyst class is: 2. (9) The catalyst class is: 187. Reactant: Cl[C:2]1[CH:11]=[C:10]([C:12]2[C:13]([F:18])=[N:14][CH:15]=[CH:16][CH:17]=2)[C:9]2[CH2:8][CH2:7][CH2:6][CH2:5][C:4]=2[N:3]=1.[F:19][C:20]1[N:25]=[C:24]([CH2:26][OH:27])[CH:23]=[CH:22][CH:21]=1.C(Cl)(Cl)Cl.C(=O)([O-])[O-].[Cs+].[Cs+]. Product: [F:18][C:13]1[C:12]([C:10]2[C:9]3[CH2:8][CH2:7][CH2:6][CH2:5][C:4]=3[N:3]=[C:2]([O:27][CH2:26][C:24]3[CH:23]=[CH:22][CH:21]=[C:20]([F:19])[N:25]=3)[CH:11]=2)=[CH:17][CH:16]=[CH:15][N:14]=1. (10) Reactant: [NH2:1][C:2]1[C:7]([N+:8]([O-:10])=[O:9])=[CH:6][CH:5]=[CH:4][C:3]=1[OH:11].[CH3:12][O:13][C:14]1[CH:22]=[CH:21][C:17]([C:18](Cl)=[O:19])=[CH:16][CH:15]=1. Product: [OH:11][C:3]1[CH:4]=[CH:5][CH:6]=[C:7]([N+:8]([O-:10])=[O:9])[C:2]=1[NH:1][C:18](=[O:19])[C:17]1[CH:21]=[CH:22][C:14]([O:13][CH3:12])=[CH:15][CH:16]=1. The catalyst class is: 17.